This data is from Catalyst prediction with 721,799 reactions and 888 catalyst types from USPTO. The task is: Predict which catalyst facilitates the given reaction. (1) Reactant: [CH2:1]([O:8][C:9]([N:11]1[CH2:16][CH2:15][CH2:14][CH2:13][C:12]1=O)=[O:10])[C:2]1[CH:7]=[CH:6][CH:5]=[CH:4][CH:3]=1.[ClH:18].[CH2:19]([NH2:26])[C:20]1[CH:25]=[CH:24][CH:23]=[CH:22][CH:21]=1.[C-:27]#[N:28].[K+]. Product: [ClH:18].[CH2:19]([NH:26][C:14]1([C:27]#[N:28])[CH2:15][CH2:16][N:11]([C:9]([O:8][CH2:1][C:2]2[CH:7]=[CH:6][CH:5]=[CH:4][CH:3]=2)=[O:10])[CH2:12][CH2:13]1)[C:20]1[CH:25]=[CH:24][CH:23]=[CH:22][CH:21]=1. The catalyst class is: 24. (2) The catalyst class is: 57. Reactant: [NH2:1][C:2]1[N:7]=[C:6]([S:8]([CH3:11])(=O)=O)[C:5]([C:12]#[N:13])=[C:4]([C:14]2[CH:19]=[C:18]([O:20][CH3:21])[C:17]([O:22][CH3:23])=[C:16]([O:24][CH3:25])[CH:15]=2)[N:3]=1.[CH2:26](S)C.C1CCN2C(=NCCC2)CC1. Product: [NH2:1][C:2]1[N:7]=[C:6]([S:8][CH2:11][CH3:26])[C:5]([C:12]#[N:13])=[C:4]([C:14]2[CH:19]=[C:18]([O:20][CH3:21])[C:17]([O:22][CH3:23])=[C:16]([O:24][CH3:25])[CH:15]=2)[N:3]=1. (3) Reactant: Cl[C:2]1[N:7]=[CH:6][N:5]=[C:4]([C:8]2[CH:9]=[CH:10][C:11]([O:16][CH:17]3[CH2:22][CH2:21][O:20][CH2:19][CH2:18]3)=[C:12]([CH:15]=2)[C:13]#[N:14])[N:3]=1.[NH2:23][C:24]1[CH:36]=[CH:35][C:27]([C:28]([NH:30][CH:31]2[CH2:34][O:33][CH2:32]2)=[O:29])=[CH:26][CH:25]=1.C(N(CC)C(C)C)(C)C. Product: [C:13]([C:12]1[CH:15]=[C:8]([C:4]2[N:5]=[CH:6][N:7]=[C:2]([NH:23][C:24]3[CH:36]=[CH:35][C:27]([C:28]([NH:30][CH:31]4[CH2:34][O:33][CH2:32]4)=[O:29])=[CH:26][CH:25]=3)[N:3]=2)[CH:9]=[CH:10][C:11]=1[O:16][CH:17]1[CH2:22][CH2:21][O:20][CH2:19][CH2:18]1)#[N:14]. The catalyst class is: 10. (4) Reactant: [CH2:1]([NH:5][CH2:6][CH:7]([CH3:9])[CH3:8])[CH:2]([CH3:4])[CH3:3].C1(C)C=CC=CC=1.[CH3:17][C:18]1[CH:31]=[C:30]2[C:21]([S:22][C:23]3[CH:24]=[CH:25][CH:26]=[C:27]([C:33](Cl)=[O:34])[C:28]=3[C:29]2=[O:32])=[CH:20][CH:19]=1. Product: [CH2:1]([N:5]([CH2:6][CH:7]([CH3:9])[CH3:8])[C:33]([C:27]1[C:28]2[C:29](=[O:32])[C:30]3[C:21](=[CH:20][CH:19]=[C:18]([CH3:17])[CH:31]=3)[S:22][C:23]=2[CH:24]=[CH:25][CH:26]=1)=[O:34])[CH:2]([CH3:4])[CH3:3]. The catalyst class is: 6. (5) Reactant: [CH3:1][O:2][N:3]=[C:4]1[CH2:8][C@@H:7]([C:9]2[N:13]=[C:12]([CH2:14][N:15]3[CH2:20][CH2:19][NH:18][CH2:17][CH2:16]3)[O:11][N:10]=2)[N:6]([C:21]([C:23]2[CH:28]=[CH:27][C:26]([C:29]3[CH:34]=[CH:33][CH:32]=[CH:31][CH:30]=3)=[CH:25][CH:24]=2)=[O:22])[CH2:5]1.[CH2:35](N(CC)CC)C.CI.C(=O)([O-])[O-].[Na+].[Na+]. Product: [CH3:1][O:2][N:3]=[C:4]1[CH2:8][C@@H:7]([C:9]2[N:13]=[C:12]([CH2:14][N:15]3[CH2:16][CH2:17][N:18]([CH3:35])[CH2:19][CH2:20]3)[O:11][N:10]=2)[N:6]([C:21]([C:23]2[CH:28]=[CH:27][C:26]([C:29]3[CH:34]=[CH:33][CH:32]=[CH:31][CH:30]=3)=[CH:25][CH:24]=2)=[O:22])[CH2:5]1. The catalyst class is: 2. (6) Reactant: C(O)CCCCCCC.C[O-].[Li+].C(OP([O-])OCC)C.C([P:23]([CH2:27][CH2:28][CH2:29][CH2:30][CH2:31][CH2:32][CH2:33][CH3:34])([O-:26])([O-:25])[O-:24])C.C(OP([O-])OCCCCCCCC)CCCCCCC.[OH-].[Na+].Cl. Product: [CH2:27]([PH:23]([OH:26])([OH:24])[OH:25])[CH2:28][CH2:29][CH2:30][CH2:31][CH2:32][CH2:33][CH3:34]. The catalyst class is: 24. (7) Reactant: [Cl:1][C:2]1[CH:3]=[CH:4][C:5]2[O:9][CH:8]([CH2:10]O)[CH2:7][C:6]=2[CH:12]=1.N1C=CC=CC=1.S(Cl)([Cl:21])=O.C(=O)(O)[O-].[Na+]. The catalyst class is: 48. Product: [Cl:1][C:2]1[CH:3]=[CH:4][C:5]2[O:9][CH:8]([CH2:10][Cl:21])[CH2:7][C:6]=2[CH:12]=1. (8) The catalyst class is: 23. Reactant: [Cl-].[Li+].[CH3:3][O:4][C:5]1[CH:25]=[CH:24][C:8]([CH2:9][NH:10][C:11]2[C:20]([CH:21]=O)=[CH:19][C:18]3[C:13](=[CH:14][CH:15]=[C:16]([Br:23])[CH:17]=3)[N:12]=2)=[CH:7][CH:6]=1.C(OP([CH:34]([CH3:40])[C:35]([O:37][CH2:38][CH3:39])=[O:36])(OCC)=O)C.N1CCCN2CCCCCC=12. Product: [CH3:3][O:4][C:5]1[CH:25]=[CH:24][C:8]([CH2:9][NH:10][C:11]2[C:20](/[CH:21]=[C:34](\[CH3:40])/[C:35]([O:37][CH2:38][CH3:39])=[O:36])=[CH:19][C:18]3[C:13](=[CH:14][CH:15]=[C:16]([Br:23])[CH:17]=3)[N:12]=2)=[CH:7][CH:6]=1.